Dataset: Forward reaction prediction with 1.9M reactions from USPTO patents (1976-2016). Task: Predict the product of the given reaction. (1) Given the reactants [C:1]([O:5][C:6]([N:8]1[CH2:12][C@H:11]([OH:13])[C@@H:10]([NH:14]CC2C=CC=CC=2)[CH2:9]1)=[O:7])([CH3:4])([CH3:3])[CH3:2], predict the reaction product. The product is: [C:1]([O:5][C:6]([N:8]1[CH2:12][C@H:11]([OH:13])[C@@H:10]([NH2:14])[CH2:9]1)=[O:7])([CH3:4])([CH3:2])[CH3:3]. (2) Given the reactants [CH2:1]([N:3]([CH:20]1[CH2:25][CH2:24][O:23][CH2:22][CH2:21]1)[C:4]1[S:8][C:7]([N:9]2[CH2:14][CH2:13][N:12]([CH3:15])[CH2:11][CH2:10]2)=[C:6]([C:16]([OH:18])=O)[C:5]=1[CH3:19])[CH3:2].Cl.[NH2:27][CH2:28][C:29]1[C:30](=[O:37])[NH:31][C:32]([CH3:36])=[CH:33][C:34]=1[CH3:35].C(Cl)CCl.C1C=NC2N(O)N=NC=2C=1.CN1CCOCC1, predict the reaction product. The product is: [CH3:35][C:34]1[CH:33]=[C:32]([CH3:36])[NH:31][C:30](=[O:37])[C:29]=1[CH2:28][NH:27][C:16]([C:6]1[C:5]([CH3:19])=[C:4]([N:3]([CH2:1][CH3:2])[CH:20]2[CH2:25][CH2:24][O:23][CH2:22][CH2:21]2)[S:8][C:7]=1[N:9]1[CH2:10][CH2:11][N:12]([CH3:15])[CH2:13][CH2:14]1)=[O:18].